From a dataset of Reaction yield outcomes from USPTO patents with 853,638 reactions. Predict the reaction yield, written as a fraction of the theoretical maximum amount of product (1.0 means a 100% yield; for example, 0.34 means a 34% yield). (1) The reactants are [C:1]([O:5][C:6]([N:8]=[C:9]([NH:14][C:15]([O:17][C:18]([CH3:21])([CH3:20])[CH3:19])=[O:16])[NH:10][CH2:11][C:12]#[CH:13])=[O:7])([CH3:4])([CH3:3])[CH3:2].[CH2:22]([O:29][N:30]1[C:36](=[O:37])[N:35]2[CH2:38][C@H:31]1[CH2:32][CH2:33][C@H:34]2[C:39](Cl)=[N:40][OH:41])[C:23]1[CH:28]=[CH:27][CH:26]=[CH:25][CH:24]=1. The catalyst is C(Cl)Cl. The product is [CH2:22]([O:29][N:30]1[C:36](=[O:37])[N:35]2[CH2:38][C@H:31]1[CH2:32][CH2:33][C@H:34]2[C:39]1[CH:13]=[C:12]([CH2:11][NH:10][C:9]([NH:14][C:15]([O:17][C:18]([CH3:21])([CH3:20])[CH3:19])=[O:16])=[N:8][C:6]([O:5][C:1]([CH3:3])([CH3:4])[CH3:2])=[O:7])[O:41][N:40]=1)[C:23]1[CH:24]=[CH:25][CH:26]=[CH:27][CH:28]=1. The yield is 0.220. (2) The reactants are [NH2:1][CH2:2][CH2:3][O:4][C:5]1[CH:10]=[CH:9][C:8]([NH:11][C:12](=[O:21])[C:13]2[CH:18]=[CH:17][CH:16]=[C:15]([O:19][CH3:20])[CH:14]=2)=[CH:7][C:6]=1[C:22]1[N:26]([CH3:27])[N:25]=[CH:24][CH:23]=1.C(N(CC)C(C)C)(C)C.Cl[C:38]([O:40][CH2:41][CH2:42][Cl:43])=[O:39]. The yield is 0.380. The product is [Cl:43][CH2:42][CH2:41][O:40][C:38](=[O:39])[NH:1][CH2:2][CH2:3][O:4][C:5]1[CH:10]=[CH:9][C:8]([NH:11][C:12](=[O:21])[C:13]2[CH:18]=[CH:17][CH:16]=[C:15]([O:19][CH3:20])[CH:14]=2)=[CH:7][C:6]=1[C:22]1[N:26]([CH3:27])[N:25]=[CH:24][CH:23]=1. No catalyst specified. (3) The reactants are [NH2:1][C:2]1[CH:7]=[CH:6][C:5]([Cl:8])=[CH:4][C:3]=1[C:9]([C:11]1[CH:16]=[CH:15][CH:14]=[CH:13][CH:12]=1)=O.O=[C:18]([CH3:31])[CH2:19][C:20]([O:22][C@@H:23]([C:25]1[CH:30]=[CH:29][CH:28]=[CH:27][CH:26]=1)[CH3:24])=[O:21].[O-]S(C(F)(F)F)(=O)=O.[Yb+3].[O-]S(C(F)(F)F)(=O)=O.[O-]S(C(F)(F)F)(=O)=O. The catalyst is C(O)C.C(OCC)C. The product is [Cl:8][C:5]1[CH:4]=[C:3]2[C:2](=[CH:7][CH:6]=1)[N:1]=[C:18]([CH3:31])[C:19]([C:20]([O:22][C@@H:23]([C:25]1[CH:30]=[CH:29][CH:28]=[CH:27][CH:26]=1)[CH3:24])=[O:21])=[C:9]2[C:11]1[CH:16]=[CH:15][CH:14]=[CH:13][CH:12]=1. The yield is 0.670. (4) The reactants are [NH2:1][C:2]1[C:11]([O:12][CH3:13])=[N:10][C:9]2[C:4](=[CH:5][CH:6]=[C:7]([Cl:14])[CH:8]=2)[N:3]=1.Cl[C:16]([O:18][CH2:19][CH3:20])=[O:17].N1C=CC=CC=1. The catalyst is ClCCl. The product is [Cl:14][C:7]1[CH:8]=[C:9]2[C:4](=[CH:5][CH:6]=1)[N:3]=[C:2]([NH:1][C:16](=[O:17])[O:18][CH2:19][CH3:20])[C:11]([O:12][CH3:13])=[N:10]2. The yield is 0.960. (5) The product is [CH3:1][C:2]1([CH3:14])[CH2:3][CH2:4][CH2:5][NH:6][C:7]2[CH:12]=[CH:11][CH:10]=[CH:9][C:8]1=2. The reactants are [CH3:1][CH:2]([CH3:14])[CH:3](O)[CH2:4][CH2:5][NH:6][C:7]1[CH:12]=[CH:11][CH:10]=[CH:9][CH:8]=1.[OH-].[Na+]. The catalyst is OS(O)(=O)=O. The yield is 0.0800.